This data is from Merck oncology drug combination screen with 23,052 pairs across 39 cell lines. The task is: Regression. Given two drug SMILES strings and cell line genomic features, predict the synergy score measuring deviation from expected non-interaction effect. (1) Drug 1: N#Cc1ccc(Cn2cncc2CN2CCN(c3cccc(Cl)c3)C(=O)C2)cc1. Drug 2: Cc1nc(Nc2ncc(C(=O)Nc3c(C)cccc3Cl)s2)cc(N2CCN(CCO)CC2)n1. Cell line: ZR751. Synergy scores: synergy=5.93. (2) Drug 1: O=C(NOCC(O)CO)c1ccc(F)c(F)c1Nc1ccc(I)cc1F. Drug 2: CC(C)CC(NC(=O)C(Cc1ccccc1)NC(=O)c1cnccn1)B(O)O. Cell line: SKMES1. Synergy scores: synergy=-27.4. (3) Drug 1: N#Cc1ccc(Cn2cncc2CN2CCN(c3cccc(Cl)c3)C(=O)C2)cc1. Drug 2: CS(=O)(=O)CCNCc1ccc(-c2ccc3ncnc(Nc4ccc(OCc5cccc(F)c5)c(Cl)c4)c3c2)o1. Cell line: OVCAR3. Synergy scores: synergy=-10.8. (4) Drug 1: CC(C)CC(NC(=O)C(Cc1ccccc1)NC(=O)c1cnccn1)B(O)O. Drug 2: Cn1c(=O)n(-c2ccc(C(C)(C)C#N)cc2)c2c3cc(-c4cnc5ccccc5c4)ccc3ncc21. Cell line: SW620. Synergy scores: synergy=15.5. (5) Drug 1: Cn1nnc2c(C(N)=O)ncn2c1=O. Drug 2: COC1CC2CCC(C)C(O)(O2)C(=O)C(=O)N2CCCCC2C(=O)OC(C(C)CC2CCC(OP(C)(C)=O)C(OC)C2)CC(=O)C(C)C=C(C)C(O)C(OC)C(=O)C(C)CC(C)C=CC=CC=C1C. Cell line: T47D. Synergy scores: synergy=0.224. (6) Drug 1: O=S1(=O)NC2(CN1CC(F)(F)F)C1CCC2Cc2cc(C=CCN3CCC(C(F)(F)F)CC3)ccc2C1. Drug 2: CC1(c2nc3c(C(N)=O)cccc3[nH]2)CCCN1. Cell line: NCIH1650. Synergy scores: synergy=-4.76. (7) Drug 1: O=P1(N(CCCl)CCCl)NCCCO1. Drug 2: Cn1nnc2c(C(N)=O)ncn2c1=O. Cell line: NCIH520. Synergy scores: synergy=6.94. (8) Drug 1: CN1C(=O)C=CC2(C)C3CCC4(C)C(NC(=O)OCC(F)(F)F)CCC4C3CCC12. Drug 2: C=CCn1c(=O)c2cnc(Nc3ccc(N4CCN(C)CC4)cc3)nc2n1-c1cccc(C(C)(C)O)n1. Cell line: NCIH2122. Synergy scores: synergy=-0.390. (9) Cell line: OCUBM. Drug 2: O=S1(=O)NC2(CN1CC(F)(F)F)C1CCC2Cc2cc(C=CCN3CCC(C(F)(F)F)CC3)ccc2C1. Drug 1: CN1C(=O)C=CC2(C)C3CCC4(C)C(NC(=O)OCC(F)(F)F)CCC4C3CCC12. Synergy scores: synergy=4.57. (10) Drug 1: Nc1ccn(C2OC(CO)C(O)C2(F)F)c(=O)n1. Drug 2: CCN(CC)CCNC(=O)c1c(C)[nH]c(C=C2C(=O)Nc3ccc(F)cc32)c1C. Cell line: HCT116. Synergy scores: synergy=-12.4.